This data is from Reaction yield outcomes from USPTO patents with 853,638 reactions. The task is: Predict the reaction yield, written as a fraction of the theoretical maximum amount of product (1.0 means a 100% yield; for example, 0.34 means a 34% yield). The reactants are [CH2:1]([N:3]1[CH2:8][CH2:7][N:6]([C:9]2[CH:14]=[CH:13][CH:12]=[C:11]([N+:15]([O-])=O)[CH:10]=2)[CH2:5][CH2:4]1)[CH3:2]. The catalyst is CO. The product is [CH2:1]([N:3]1[CH2:4][CH2:5][N:6]([C:9]2[CH:10]=[C:11]([CH:12]=[CH:13][CH:14]=2)[NH2:15])[CH2:7][CH2:8]1)[CH3:2]. The yield is 0.955.